From a dataset of Forward reaction prediction with 1.9M reactions from USPTO patents (1976-2016). Predict the product of the given reaction. (1) Given the reactants N1C2C(=CC=CC=2)C=C1.[F:10][C:11]([F:37])([F:36])[C:12]1[CH:17]=[CH:16][C:15]([N:18]2[CH2:23][CH2:22][N:21]([S:24]([C:27]3[CH:28]=[C:29]4[C:33](=[CH:34][CH:35]=3)[NH:32][CH2:31][CH2:30]4)(=[O:26])=[O:25])[CH2:20][CH2:19]2)=[CH:14][CH:13]=1.C(C1C(=O)C(Cl)=C(Cl)C(=O)C=1C#N)#N, predict the reaction product. The product is: [F:36][C:11]([F:10])([F:37])[C:12]1[CH:17]=[CH:16][C:15]([N:18]2[CH2:19][CH2:20][N:21]([S:24]([C:27]3[CH:28]=[C:29]4[C:33](=[CH:34][CH:35]=3)[NH:32][CH:31]=[CH:30]4)(=[O:26])=[O:25])[CH2:22][CH2:23]2)=[CH:14][CH:13]=1. (2) Given the reactants [CH2:1]([O:5][C:6]([C:8]1[N:9]=[C:10](Cl)[C:11]2[C:16]([C:17]=1[OH:18])=[CH:15][C:14]([O:19][C:20]1[CH:29]=[CH:28][C:23]3[N:24]=[C:25]([CH3:27])[S:26][C:22]=3[CH:21]=1)=[CH:13][CH:12]=2)=[O:7])[CH2:2][CH2:3][CH3:4].C[C:32]([N:34](C)C)=O, predict the reaction product. The product is: [CH2:1]([O:5][C:6]([C:8]1[N:9]=[C:10]([C:32]#[N:34])[C:11]2[C:16]([C:17]=1[OH:18])=[CH:15][C:14]([O:19][C:20]1[CH:29]=[CH:28][C:23]3[N:24]=[C:25]([CH3:27])[S:26][C:22]=3[CH:21]=1)=[CH:13][CH:12]=2)=[O:7])[CH2:2][CH2:3][CH3:4]. (3) Given the reactants [C:1]([O:5][C:6]([N:8]1[CH2:13][CH2:12][C:11](=O)[CH2:10][CH2:9]1)=[O:7])([CH3:4])([CH3:3])[CH3:2].[Cl:15][C:16]1[CH:22]=[CH:21][C:19]([NH2:20])=[CH:18][CH:17]=1, predict the reaction product. The product is: [C:1]([O:5][C:6]([N:8]1[CH2:13][CH2:12][CH:11]([NH:20][C:19]2[CH:21]=[CH:22][C:16]([Cl:15])=[CH:17][CH:18]=2)[CH2:10][CH2:9]1)=[O:7])([CH3:4])([CH3:3])[CH3:2]. (4) Given the reactants [Cl:1][C:2]1[N:7]=[C:6]([C:8]([O:10][CH3:11])=[O:9])[C:5]([CH3:12])=[CH:4][CH:3]=1.C1C(=O)N([Br:20])C(=O)C1.CC(N=NC(C#N)(C)C)(C#N)C, predict the reaction product. The product is: [Br:20][CH2:12][C:5]1[C:6]([C:8]([O:10][CH3:11])=[O:9])=[N:7][C:2]([Cl:1])=[CH:3][CH:4]=1. (5) The product is: [CH2:48]([O:6][C:5](=[O:7])[C@@:4]([CH2:9][OH:10])([CH3:8])[CH2:3][C@H:2]([NH:1][C:38]([C:36]1[NH:35][N:34]=[N:33][CH:37]=1)=[O:40])[CH2:11][C:12]1[CH:13]=[CH:14][C:15]([C:18]2[CH:23]=[CH:22][CH:21]=[CH:20][CH:19]=2)=[CH:16][CH:17]=1)[CH:47]([CH3:49])[CH3:24]. Given the reactants [NH2:1][C@H:2]([CH2:11][C:12]1[CH:17]=[CH:16][C:15]([C:18]2[CH:23]=[CH:22][CH:21]=[CH:20][CH:19]=2)=[CH:14][CH:13]=1)[CH2:3][C@:4]([CH2:9][OH:10])([CH3:8])[C:5]([OH:7])=[O:6].[CH3:24]C#N.O1CCOCC1.[NH:33]1[CH:37]=[C:36]([C:38]([OH:40])=O)[N:35]=[N:34]1.CCN([CH:47]([CH3:49])[CH3:48])C(C)C.CN(C(ON1N=NC2C=CC=NC1=2)=[N+](C)C)C.F[P-](F)(F)(F)(F)F, predict the reaction product. (6) Given the reactants [Cl:1][C:2]1[CH:7]=[CH:6][N:5]=[C:4]([NH2:8])[C:3]=1[I:9].[N+:10]([O-])([O-:12])=[O:11].[K+], predict the reaction product. The product is: [Cl:1][C:2]1[C:7]([N+:10]([O-:12])=[O:11])=[CH:6][N:5]=[C:4]([NH2:8])[C:3]=1[I:9]. (7) Given the reactants C(C1C(=O)C(Cl)=C(Cl)C(=O)C=1C#N)#N.[Br:15][C:16]1[CH:17]=[C:18]2[C:22](=[C:23]([C:25]([O:27][CH2:28][CH3:29])=[O:26])[CH:24]=1)[NH:21][CH2:20][CH2:19]2, predict the reaction product. The product is: [Br:15][C:16]1[CH:17]=[C:18]2[C:22](=[C:23]([C:25]([O:27][CH2:28][CH3:29])=[O:26])[CH:24]=1)[NH:21][CH:20]=[CH:19]2.